Predict the product of the given reaction. From a dataset of Forward reaction prediction with 1.9M reactions from USPTO patents (1976-2016). (1) Given the reactants [CH3:1][O:2][C:3](=[O:12])[C:4]1[CH:9]=[CH:8][CH:7]=[C:6](Br)[C:5]=1[F:11].[NH:13]1[CH2:17][CH2:16][CH2:15][C:14]1=[O:18], predict the reaction product. The product is: [CH3:1][O:2][C:3](=[O:12])[C:4]1[CH:9]=[CH:8][CH:7]=[C:6]([N:13]2[CH2:17][CH2:16][CH2:15][C:14]2=[O:18])[C:5]=1[F:11]. (2) The product is: [Cl:9][C:5]1[C:4]([CH3:10])=[CH:3][C:2]([C:15]2[N:14]=[CH:13][N:12]([CH3:11])[CH:16]=2)=[CH:7][C:6]=1[CH3:8]. Given the reactants Br[C:2]1[CH:3]=[C:4]([CH3:10])[C:5]([Cl:9])=[C:6]([CH3:8])[CH:7]=1.[CH3:11][N:12]1[CH:16]=[C:15](B2OC(C)(C)C(C)(C)O2)[N:14]=[CH:13]1, predict the reaction product. (3) Given the reactants [H-].[Na+].[Cl:3][C:4]1[CH:5]=[C:6]([C:23]2[CH2:24][CH2:25][C:26](=[O:29])[NH:27][N:28]=2)[CH:7]=[CH:8][C:9]=1[O:10][CH2:11][CH2:12][CH2:13][O:14][CH2:15][C:16]1[CH:21]=[CH:20][C:19]([OH:22])=[CH:18][CH:17]=1.ClC1C=C(C2CCC(=O)NN=2)[CH:39]=[CH:38][C:32]=1[O:33]CC(O)=O.[Cl-].[NH4+], predict the reaction product. The product is: [Cl:3][C:4]1[CH:5]=[C:6]([C:23]2[CH2:24][CH2:25][C:26](=[O:29])[NH:27][N:28]=2)[CH:7]=[CH:8][C:9]=1[O:10][CH2:11][CH2:12][CH2:13][O:14][CH2:15][C:16]1[CH:21]=[CH:20][C:19]([O:22][CH2:39][C@@H:38]2[CH2:32][O:33]2)=[CH:18][CH:17]=1. (4) Given the reactants [CH3:1][CH:2]([CH3:36])[CH2:3][CH:4]([C:21]1[CH:35]=[CH:34][C:24]([C:25]([NH:27][CH2:28][CH2:29][C:30]([O:32]C)=[O:31])=[O:26])=[CH:23][CH:22]=1)[CH2:5][C:6]1[CH:11]=[CH:10][C:9]([N:12]2[CH:16]=[C:15]([C:17]([F:20])([F:19])[F:18])[CH:14]=[N:13]2)=[CH:8][CH:7]=1.O1CCCC1.[OH-].[Na+], predict the reaction product. The product is: [CH3:1][CH:2]([CH3:36])[CH2:3][CH:4]([C:21]1[CH:35]=[CH:34][C:24]([C:25]([NH:27][CH2:28][CH2:29][C:30]([OH:32])=[O:31])=[O:26])=[CH:23][CH:22]=1)[CH2:5][C:6]1[CH:7]=[CH:8][C:9]([N:12]2[CH:16]=[C:15]([C:17]([F:20])([F:19])[F:18])[CH:14]=[N:13]2)=[CH:10][CH:11]=1.